Regression. Given a peptide amino acid sequence and an MHC pseudo amino acid sequence, predict their binding affinity value. This is MHC class I binding data. From a dataset of Peptide-MHC class I binding affinity with 185,985 pairs from IEDB/IMGT. (1) The MHC is HLA-A02:02 with pseudo-sequence HLA-A02:02. The peptide sequence is RRARSLSAERY. The binding affinity (normalized) is 0.00218. (2) The peptide sequence is NLSPETLVG. The MHC is HLA-A02:01 with pseudo-sequence HLA-A02:01. The binding affinity (normalized) is 0. (3) The MHC is Mamu-B8301 with pseudo-sequence Mamu-B8301. The peptide sequence is AAPQFSLWRR. The binding affinity (normalized) is 0.650. (4) The peptide sequence is KNSPGMVPL. The MHC is HLA-A03:01 with pseudo-sequence HLA-A03:01. The binding affinity (normalized) is 0. (5) The peptide sequence is KSIPADLVF. The MHC is HLA-B57:01 with pseudo-sequence HLA-B57:01. The binding affinity (normalized) is 0.617. (6) The peptide sequence is VSSHKGWAK. The binding affinity (normalized) is 0.0847. The MHC is HLA-A23:01 with pseudo-sequence HLA-A23:01. (7) The peptide sequence is VVTVLWALY. The MHC is HLA-B15:01 with pseudo-sequence HLA-B15:01. The binding affinity (normalized) is 0.0847.